Dataset: Forward reaction prediction with 1.9M reactions from USPTO patents (1976-2016). Task: Predict the product of the given reaction. (1) Given the reactants [H-].[Na+].[OH:3][C:4]1[CH:8]=[C:7]([CH3:9])[NH:6][N:5]=1.[Cl:10][C:11]1[CH:12]=[C:13]([C:21]([F:24])([F:23])[F:22])[CH:14]=[C:15]([N+:18]([O-:20])=[O:19])[C:16]=1F.Cl, predict the reaction product. The product is: [Cl:10][C:11]1[CH:12]=[C:13]([C:21]([F:23])([F:24])[F:22])[CH:14]=[C:15]([N+:18]([O-:20])=[O:19])[C:16]=1[O:3][C:4]1[CH:8]=[C:7]([CH3:9])[NH:6][N:5]=1. (2) Given the reactants [F:1][C:2]([F:10])([F:9])[C:3]([OH:8])([CH2:6][CH3:7])[C:4]#[CH:5].[CH2:11]([O:13][C:14]([C:16]1[C:17]([C:29]2[CH:34]=[CH:33][C:32]([F:35])=[CH:31][CH:30]=2)=[C:18]2[N:23]([CH:24]=1)[CH:22]=[C:21]([CH2:25][N:26]=[N+:27]=[N-:28])[CH:20]=[CH:19]2)=[O:15])[CH3:12].C(N(C(C)C)CC)(C)C.CCOC(C)=O, predict the reaction product. The product is: [CH2:11]([O:13][C:14]([C:16]1[C:17]([C:29]2[CH:30]=[CH:31][C:32]([F:35])=[CH:33][CH:34]=2)=[C:18]2[N:23]([CH:24]=1)[CH:22]=[C:21]([CH2:25][N:26]1[CH:5]=[C:4]([C:3]([OH:8])([C:2]([F:10])([F:9])[F:1])[CH2:6][CH3:7])[N:28]=[N:27]1)[CH:20]=[CH:19]2)=[O:15])[CH3:12]. (3) Given the reactants [CH2:1]=[CH:2][C:3]1[CH:8]=[CH:7][CH:6]=[CH:5][CH:4]=1.[C:9]([NH:17][CH:18]1[CH:27]=[CH:26][CH:25]=[CH:24][C:19]1(Br)[C:20]([O:22][CH3:23])=[O:21])(=[O:16])[C:10]1[CH:15]=[CH:14][CH:13]=[CH:12][CH:11]=1.C1(C)C=CC=CC=1P(C1C=CC=CC=1C)C1C=CC=CC=1C.Cl, predict the reaction product. The product is: [C:9]([NH:17][C:18]1[CH:27]=[C:26](/[CH:1]=[CH:2]/[C:3]2[CH:8]=[CH:7][CH:6]=[CH:5][CH:4]=2)[CH:25]=[CH:24][C:19]=1[C:20]([O:22][CH3:23])=[O:21])(=[O:16])[C:10]1[CH:15]=[CH:14][CH:13]=[CH:12][CH:11]=1. (4) Given the reactants ClC1C(F)=CC(F)=C(C=1)C(NS(C)(=O)=O)=O.[Cl:17][C:18]1[C:19](F)=[CH:20][C:21]([F:33])=[C:22]([CH:32]=1)[C:23]([NH:25][S:26](=[O:31])(=[O:30])[N:27]([CH3:29])[CH3:28])=[O:24].[C:35]12([CH2:45][OH:46])[CH2:44][CH:39]3[CH2:40][CH:41]([CH2:43][CH:37]([CH2:38]3)C1)[CH2:42]2, predict the reaction product. The product is: [Cl:17][C:18]1[C:19]([O:46][CH:45]2[CH2:40][CH:39]3[CH2:44][CH:35]2[CH:42]2[CH:38]3[CH2:37][CH2:43][CH2:41]2)=[CH:20][C:21]([F:33])=[C:22]([CH:32]=1)[C:23]([NH:25][S:26](=[O:31])(=[O:30])[N:27]([CH3:29])[CH3:28])=[O:24].